This data is from Reaction yield outcomes from USPTO patents with 853,638 reactions. The task is: Predict the reaction yield, written as a fraction of the theoretical maximum amount of product (1.0 means a 100% yield; for example, 0.34 means a 34% yield). (1) The reactants are [Cl:1][C:2]1[CH:3]=[C:4]([CH:9]([CH:19]([OH:34])[C:20]2[CH:25]=[CH:24][CH:23]=[C:22]([NH:26][S:27]([C:30]([F:33])([F:32])[F:31])(=[O:29])=[O:28])[CH:21]=2)[CH2:10][NH:11][C:12](=O)OC(C)(C)C)[CH:5]=[CH:6][C:7]=1[Cl:8].NC1C=C(C(O)C(C2C=CC(Cl)=C(Cl)C=2)CNC(=O)OC(C)(C)C)C=CC=1.C(N(CC)CC)C.FC(F)(F)S(OS(C(F)(F)F)(=O)=O)(=O)=O. The catalyst is ClCCl. The product is [Cl:1][C:2]1[CH:3]=[C:4]([C@H:9]([CH2:10][NH:11][CH3:12])[C@H:19]([C:20]2[CH:21]=[C:22]([NH:26][S:27]([C:30]([F:33])([F:31])[F:32])(=[O:28])=[O:29])[CH:23]=[CH:24][CH:25]=2)[OH:34])[CH:5]=[CH:6][C:7]=1[Cl:8]. The yield is 0.450. (2) The reactants are [CH2:1]([O:3][C:4]1[CH2:9][CH2:8][CH:7]([CH2:10][CH2:11][CH2:12][OH:13])[C:6](=[O:14])[CH:5]=1)[CH3:2].CCN(CC)CC.[CH3:22][N:23]1C(=O)O[C:26](=[O:27])[C:25]2=[CH:31][CH:32]=[CH:33][CH:34]=[C:24]12.O. The catalyst is CN(C1C=CN=CC=1)C.CN(C=O)C. The product is [CH3:22][NH:23][C:24]1[CH:34]=[CH:33][CH:32]=[CH:31][C:25]=1[C:26]([O:13][CH2:12][CH2:11][CH2:10][CH:7]1[CH2:8][CH2:9][C:4]([O:3][CH2:1][CH3:2])=[CH:5][C:6]1=[O:14])=[O:27]. The yield is 0.450. (3) The reactants are Cl[C:2]1[N:7]=[C:6]([Cl:8])[N:5]=[C:4]([Cl:9])[N:3]=1.Cl.[CH2:11]([NH2:13])[CH3:12].C(N(CC)C(C)C)(C)C. No catalyst specified. The product is [CH2:11]([NH:13][C:2]1[N:7]=[C:6]([Cl:8])[N:5]=[C:4]([Cl:9])[N:3]=1)[CH3:12]. The yield is 0.680. (4) The reactants are [NH2:1][C:2]1[N:10]=[C:9]([O:11][CH3:12])[CH:8]=[C:7]([O:13][CH3:14])[C:3]=1[C:4]([NH2:6])=[O:5].[OH:15][C:16]1[C:23]([CH3:24])=[CH:22][C:19]([CH:20]=O)=[CH:18][C:17]=1[CH3:25].OS([O-])=O.[Na+].CC1C=CC(S(O)(=O)=O)=CC=1. The catalyst is CN(C)C(=O)C. The product is [OH:15][C:16]1[C:23]([CH3:24])=[CH:22][C:19]([C:20]2[NH:6][C:4](=[O:5])[C:3]3[C:7]([O:13][CH3:14])=[CH:8][C:9]([O:11][CH3:12])=[N:10][C:2]=3[N:1]=2)=[CH:18][C:17]=1[CH3:25]. The yield is 0.396. (5) The reactants are [OH:1][C:2]1[C:3]2[C:7]([CH:8]=[C:9]([C:11]([O:13][CH2:14][CH3:15])=[O:12])[CH:10]=1)=[N:6][N:5]([CH3:16])[CH:4]=2.C(=O)([O-])[O-].[Cs+].[Cs+].Cl[C:24]1[CH:29]=[CH:28][C:27]([S:30]([CH3:33])(=[O:32])=[O:31])=[CH:26][C:25]=1[C:34]([F:37])([F:36])[F:35]. The catalyst is CN(C)C=O.[Cu]I. The product is [CH3:16][N:5]1[CH:4]=[C:3]2[C:7]([CH:8]=[C:9]([C:11]([O:13][CH2:14][CH3:15])=[O:12])[CH:10]=[C:2]2[O:1][C:24]2[CH:29]=[CH:28][C:27]([S:30]([CH3:33])(=[O:31])=[O:32])=[CH:26][C:25]=2[C:34]([F:35])([F:37])[F:36])=[N:6]1. The yield is 0.100. (6) The reactants are [O-][N+:2]1[CH:7]=[CH:6][CH:5]=[C:4]([N:8]2[C:12]3[C:13]4[CH:14]=[CH:15][CH:16]=[CH:17][C:18]=4[S:19](=[O:22])(=[O:21])[CH2:20][C:11]=3[C:10]([C:23]([O:25][CH2:26][CH3:27])=[O:24])=[N:9]2)[CH:3]=1. The catalyst is C(OC(=O)C)(=O)C. The product is [C:23]([O:25][CH2:26][C:7]1[N:2]=[CH:3][C:4]([N:8]2[C:12]3[C:13]4[CH:14]=[CH:15][CH:16]=[CH:17][C:18]=4[S:19](=[O:22])(=[O:21])[CH2:20][C:11]=3[C:10]([C:23]([O:25][CH2:26][CH3:27])=[O:24])=[N:9]2)=[CH:5][CH:6]=1)(=[O:24])[CH3:10]. The yield is 0.990. (7) The reactants are [C:1]([C:3]1[CH:8]=[C:7]([O:9][CH3:10])[C:6]([O:11][CH2:12][CH2:13][O:14][CH3:15])=[CH:5][C:4]=1[N:16]=[CH:17][N:18](C)C)#[N:2].[Cl:21][C:22]1[C:27]([O:28][CH3:29])=[CH:26][C:25](N)=[C:24]([O:31][CH3:32])[C:23]=1[O:33][CH3:34]. The catalyst is CC(O)=O.CCOCC. The product is [Cl:21][C:22]1[C:27]([O:28][CH3:29])=[CH:26][C:25]([NH:2][C:1]2[C:3]3[C:4](=[CH:5][C:6]([O:11][CH2:12][CH2:13][O:14][CH3:15])=[C:7]([O:9][CH3:10])[CH:8]=3)[N:16]=[CH:17][N:18]=2)=[C:24]([O:31][CH3:32])[C:23]=1[O:33][CH3:34]. The yield is 0.950. (8) The reactants are Cl.C(OCC)(=O)C.C([O:12][C:13]1[C:14]([CH2:19][N:20]2[CH2:25][CH2:24][CH:23]([C:26](=[O:38])[CH2:27][C:28]3[CH:33]=[CH:32][CH:31]=[CH:30][C:29]=3[C:34]([F:37])([F:36])[F:35])[CH2:22][CH2:21]2)=[N:15][CH:16]=[CH:17][N:18]=1)(C)(C)C.[OH-].[Na+]. The catalyst is ClCCl. The product is [F:37][C:34]([F:35])([F:36])[C:29]1[CH:30]=[CH:31][CH:32]=[CH:33][C:28]=1[CH2:27][C:26]([CH:23]1[CH2:22][CH2:21][N:20]([CH2:19][C:14]2[C:13](=[O:12])[NH:18][CH:17]=[CH:16][N:15]=2)[CH2:25][CH2:24]1)=[O:38]. The yield is 0.710.